This data is from Catalyst prediction with 721,799 reactions and 888 catalyst types from USPTO. The task is: Predict which catalyst facilitates the given reaction. (1) Reactant: [CH:1]([C:3]1[CH:15]=[CH:14][C:13]([O:16][CH3:17])=[CH:12][C:4]=1[O:5][CH2:6][C:7]([O:9][CH2:10][CH3:11])=[O:8])=O.C1CCN2C(=NCCC2)CC1.CO. Product: [CH3:17][O:16][C:13]1[CH:14]=[CH:15][C:3]2[CH:1]=[C:6]([C:7]([O:9][CH2:10][CH3:11])=[O:8])[O:5][C:4]=2[CH:12]=1. The catalyst class is: 25. (2) Reactant: [BH4-].[Na+].[Cl:3][C:4]1[CH:9]=[CH:8][C:7]([C:10]2[N:11]=[C:12]3[CH:17]=[CH:16][C:15]([C:18]4[C:19]([F:27])=[C:20]([C:23]([F:26])=[CH:24][CH:25]=4)[CH:21]=[O:22])=[CH:14][N:13]3[CH:28]=2)=[CH:6][CH:5]=1. Product: [Cl:3][C:4]1[CH:5]=[CH:6][C:7]([C:10]2[N:11]=[C:12]3[CH:17]=[CH:16][C:15]([C:18]4[C:19]([F:27])=[C:20]([CH2:21][OH:22])[C:23]([F:26])=[CH:24][CH:25]=4)=[CH:14][N:13]3[CH:28]=2)=[CH:8][CH:9]=1. The catalyst class is: 5.